Dataset: Forward reaction prediction with 1.9M reactions from USPTO patents (1976-2016). Task: Predict the product of the given reaction. Given the reactants [CH3:1][C:2]1[CH:3]=[CH:4][C:5]([NH:11][CH2:12][C:13]([F:19])([F:18])[C:14]([F:17])([F:16])[F:15])=[C:6]([CH:10]=1)[C:7]([OH:9])=O.[CH3:20][C:21]([NH2:25])([C:23]#[CH:24])[CH3:22].CCN=C=NCCCN(C)C.CCN(C(C)C)C(C)C.C1C=CC2N(O)N=NC=2C=1, predict the reaction product. The product is: [CH3:1][C:2]1[CH:3]=[CH:4][C:5]([NH:11][CH2:12][C:13]([F:19])([F:18])[C:14]([F:17])([F:16])[F:15])=[C:6]([CH:10]=1)[C:7]([NH:25][C:21]([CH3:22])([C:23]#[CH:24])[CH3:20])=[O:9].